From a dataset of Forward reaction prediction with 1.9M reactions from USPTO patents (1976-2016). Predict the product of the given reaction. (1) The product is: [CH2:10]([O:9][C:4]1[CH:3]=[C:2]([B:12]2[O:16][C:15]([CH3:18])([CH3:17])[C:14]([CH3:20])([CH3:19])[O:13]2)[CH:7]=[CH:6][C:5]=1[OH:8])[CH3:11]. Given the reactants Br[C:2]1[CH:7]=[CH:6][C:5]([OH:8])=[C:4]([O:9][CH2:10][CH3:11])[CH:3]=1.[B:12]1([B:12]2[O:16][C:15]([CH3:18])([CH3:17])[C:14]([CH3:20])([CH3:19])[O:13]2)[O:16][C:15]([CH3:18])([CH3:17])[C:14]([CH3:20])([CH3:19])[O:13]1, predict the reaction product. (2) Given the reactants [CH3:1][N:2]1[C:6]2[CH2:7][CH2:8][CH2:9][CH2:10][C:5]=2[N:4]=[C:3]1S(C)(=O)=O.[CH2:15]([N:17]1[C:25]2[C:20](=[N:21][CH:22]=[CH:23][CH:24]=2)[N:19]([C:26]2[CH:31]=[CH:30][C:29]([OH:32])=[CH:28][CH:27]=2)[C:18]1=[O:33])[CH3:16].[H-].[Na+].O, predict the reaction product. The product is: [CH2:15]([N:17]1[C:25]2[C:20](=[N:21][CH:22]=[CH:23][CH:24]=2)[N:19]([C:26]2[CH:27]=[CH:28][C:29]([O:32][C:3]3[N:2]([CH3:1])[C:6]4[CH2:7][CH2:8][CH2:9][CH2:10][C:5]=4[N:4]=3)=[CH:30][CH:31]=2)[C:18]1=[O:33])[CH3:16]. (3) Given the reactants [Br:1][C:2]1[CH:3]=[C:4]([CH:9]=[C:10]([OH:12])[CH:11]=1)[C:5]([O:7][CH3:8])=[O:6].[C:13]1([OH:19])C=CC=CC=1, predict the reaction product. The product is: [Br:1][C:2]1[CH:11]=[C:10]([OH:12])[C:9]([CH:13]=[O:19])=[C:4]([CH:3]=1)[C:5]([O:7][CH3:8])=[O:6]. (4) Given the reactants Cl.[NH2:2][C:3]1[C:11]([OH:12])=[C:10]2[C:6]([CH2:7][CH2:8][CH:9]2[CH2:13][CH2:14][NH:15][C:16](=[O:18])[CH3:17])=[CH:5][CH:4]=1.[C:19]1([CH2:25][C:26](Cl)=[O:27])[CH:24]=[CH:23][CH:22]=[CH:21][CH:20]=1.O, predict the reaction product. The product is: [C:16]([NH:15][CH2:14][CH2:13][CH:9]1[C:10]2[C:6](=[CH:5][CH:4]=[C:3]([NH:2][C:26](=[O:27])[CH2:25][C:19]3[CH:24]=[CH:23][CH:22]=[CH:21][CH:20]=3)[C:11]=2[OH:12])[CH2:7][CH2:8]1)(=[O:18])[CH3:17]. (5) Given the reactants [CH3:1][O:2][C:3]1([O:12][CH3:13])[CH2:7][CH2:6][CH:5]([C:8](OC)=[O:9])[CH2:4]1.[H-].[Al+3].[Li+].[H-].[H-].[H-], predict the reaction product. The product is: [CH3:13][O:12][C:3]1([O:2][CH3:1])[CH2:7][CH2:6][CH:5]([CH2:8][OH:9])[CH2:4]1. (6) Given the reactants [F:1][C:2]1[CH:16]=[C:15]([N+:17]([O-])=O)[CH:14]=[CH:13][C:3]=1[O:4][CH2:5][CH2:6][N:7]1[CH2:12][CH2:11][O:10][CH2:9][CH2:8]1, predict the reaction product. The product is: [F:1][C:2]1[CH:16]=[C:15]([CH:14]=[CH:13][C:3]=1[O:4][CH2:5][CH2:6][N:7]1[CH2:8][CH2:9][O:10][CH2:11][CH2:12]1)[NH2:17]. (7) Given the reactants C([O:3][C:4]([C:6]1[NH:7][C:8]2[C:13]([CH:14]=1)=[CH:12][C:11]([CH:15]([N:17]1[CH2:21][CH2:20][CH2:19][CH2:18]1)[CH3:16])=[CH:10][CH:9]=2)=[O:5])C.[OH-].[Na+].Cl, predict the reaction product. The product is: [N:17]1([CH:15]([C:11]2[CH:12]=[C:13]3[C:8](=[CH:9][CH:10]=2)[NH:7][C:6]([C:4]([OH:5])=[O:3])=[CH:14]3)[CH3:16])[CH2:21][CH2:20][CH2:19][CH2:18]1.